From a dataset of Full USPTO retrosynthesis dataset with 1.9M reactions from patents (1976-2016). Predict the reactants needed to synthesize the given product. (1) Given the product [F:24][C:16]1[CH:15]=[C:14]([C:9]2[N:8]([C:5]3[CH:6]=[CH:7][C:2]([C:30]4[N:31]=[CH:32][S:33][CH:34]=4)=[CH:3][CH:4]=3)[C:12]([CH3:13])=[CH:11][CH:10]=2)[CH:19]=[CH:18][C:17]=1[S:20]([CH3:23])(=[O:22])=[O:21], predict the reactants needed to synthesize it. The reactants are: Br[C:2]1[CH:7]=[CH:6][C:5]([N:8]2[C:12]([CH3:13])=[CH:11][CH:10]=[C:9]2[C:14]2[CH:19]=[CH:18][C:17]([S:20]([CH3:23])(=[O:22])=[O:21])=[C:16]([F:24])[CH:15]=2)=[CH:4][CH:3]=1.C([Sn](CCCC)(CCCC)[C:30]1[N:31]=[CH:32][S:33][CH:34]=1)CCC.[Cl-]. (2) Given the product [F:13][C:10]1[CH:11]=[CH:12][C:7]([C:15](=[O:21])[C:16]([O:18][CH2:19][CH3:20])=[O:17])=[C:8]([CH3:14])[CH:9]=1, predict the reactants needed to synthesize it. The reactants are: C([Li])CCC.Br[C:7]1[CH:12]=[CH:11][C:10]([F:13])=[CH:9][C:8]=1[CH3:14].[C:15](OCC)(=[O:21])[C:16]([O:18][CH2:19][CH3:20])=[O:17]. (3) The reactants are: [CH2:1]([N:4]([CH2:15][CH:16](OC)[O:17]C)[C:5](=[O:14])[O:6][CH2:7][C:8]1[CH:13]=[CH:12][CH:11]=[CH:10][CH:9]=1)[CH:2]=[CH2:3].C(O)=O. Given the product [CH2:1]([N:4]([CH2:15][CH:16]=[O:17])[C:5](=[O:14])[O:6][CH2:7][C:8]1[CH:13]=[CH:12][CH:11]=[CH:10][CH:9]=1)[CH:2]=[CH2:3], predict the reactants needed to synthesize it.